Task: Predict the product of the given reaction.. Dataset: Forward reaction prediction with 1.9M reactions from USPTO patents (1976-2016) (1) Given the reactants [F:1][C:2]([F:23])([F:22])[S:3]([O:6][C:7]1[C:16]2[C:11](=[CH:12][C:13]([F:17])=[CH:14][CH:15]=2)[N:10]([CH2:18][CH:19]=O)[C:9](=[O:21])[CH:8]=1)(=[O:5])=[O:4].[O:24]1[C:33]2[CH:32]=[C:31]([CH2:34][N:35]([CH:43]3[CH2:48][CH2:47][NH:46][CH2:45][CH2:44]3)[C:36](=[O:42])[O:37][C:38]([CH3:41])([CH3:40])[CH3:39])[N:30]=[CH:29][C:28]=2[O:27][CH2:26][CH2:25]1.S([O-])([O-])(=O)=O.[Na+].[Na+].C(O[BH-](OC(=O)C)OC(=O)C)(=O)C.[Na+], predict the reaction product. The product is: [F:23][C:2]([F:1])([F:22])[S:3]([O:6][C:7]1[C:16]2[C:11](=[CH:12][C:13]([F:17])=[CH:14][CH:15]=2)[N:10]([CH2:18][CH2:19][N:46]2[CH2:47][CH2:48][CH:43]([N:35]([CH2:34][C:31]3[N:30]=[CH:29][C:28]4[O:27][CH2:26][CH2:25][O:24][C:33]=4[CH:32]=3)[C:36]([O:37][C:38]([CH3:41])([CH3:40])[CH3:39])=[O:42])[CH2:44][CH2:45]2)[C:9](=[O:21])[CH:8]=1)(=[O:5])=[O:4]. (2) Given the reactants [Cl:1][C:2]1[CH:3]=[CH:4][C:5]2[O:14][C:13]3[CH:15]=[CH:16][CH:17]=[CH:18][C:12]=3[C:11]3[CH:10]=[C:9]([CH3:19])[O:8][C:7]=3[C:6]=2[CH:20]=1.C(O)(=[O:23])C, predict the reaction product. The product is: [Cl:1][C:2]1[CH:3]=[CH:4][C:5]2[O:14][C:13]3[CH:15]=[CH:16][CH:17]=[CH:18][C:12]=3[C:11]3[CH:10]=[C:9]([CH:19]=[O:23])[O:8][C:7]=3[C:6]=2[CH:20]=1. (3) Given the reactants Cl.O.[O:3]=[C:4]1[CH2:9][CH2:8][NH:7][CH2:6][CH2:5]1.C(N(C(C)C)C(C)C)C.Cl[CH2:20][C:21]1[CH:46]=[CH:45][C:24]([C:25]([NH:27][C:28]2[CH:29]=[CH:30][C:31]([O:34][C:35](=[O:44])[N:36]([CH3:43])[C:37]3[CH:42]=[CH:41][CH:40]=[CH:39][CH:38]=3)=[N:32][CH:33]=2)=[O:26])=[CH:23][CH:22]=1, predict the reaction product. The product is: [O:3]=[C:4]1[CH2:9][CH2:8][N:7]([CH2:20][C:21]2[CH:22]=[CH:23][C:24]([C:25]([NH:27][C:28]3[CH:29]=[CH:30][C:31]([O:34][C:35](=[O:44])[N:36]([CH3:43])[C:37]4[CH:42]=[CH:41][CH:40]=[CH:39][CH:38]=4)=[N:32][CH:33]=3)=[O:26])=[CH:45][CH:46]=2)[CH2:6][CH2:5]1. (4) The product is: [O:22]1[C:20]2[C:19](=[CH:15][CH:14]=[CH:13][CH:21]=2)[CH:26]=[CH:24][CH2:23]1. Given the reactants C(N(CC)CC)C.BrC(C)(C)C(O[C:13]1[CH:14]=[C:15]([CH:19]=[C:20]([O:22][C:23](=O)[C:24](Br)([CH3:26])C)[CH:21]=1)C(Cl)=O)=O, predict the reaction product. (5) Given the reactants C(OC([N:8]1[CH2:12][C:11](=[N:13][O:14][CH3:15])[CH2:10][C@H:9]1[C:16]([OH:18])=O)=O)(C)(C)C.[C:19]1([C:29]2[CH:34]=[CH:33][CH:32]=[CH:31][CH:30]=2)[CH:24]=[CH:23][C:22]([S:25](Cl)(=[O:27])=[O:26])=[CH:21][CH:20]=1.[NH2:35][C@H:36]1[CH2:41][CH2:40][CH2:39][CH2:38][C@@H:37]1[OH:42], predict the reaction product. The product is: [C:19]1([C:29]2[CH:34]=[CH:33][CH:32]=[CH:31][CH:30]=2)[CH:24]=[CH:23][C:22]([S:25]([N:8]2[CH2:12][C:11](=[N:13][O:14][CH3:15])[CH2:10][C@H:9]2[C:16]([NH:35][C@H:36]2[CH2:41][CH2:40][CH2:39][CH2:38][C@@H:37]2[OH:42])=[O:18])(=[O:27])=[O:26])=[CH:21][CH:20]=1. (6) Given the reactants [C:1]([C:5]1[CH:9]=[C:8]([NH:10][C:11]([NH:13][C:14]2[C:23]3[C:18](=[CH:19][CH:20]=[CH:21][CH:22]=3)[C:17]([O:24][C:25]3[CH:30]=[CH:29][N:28]=[C:27](Cl)[N:26]=3)=[CH:16][CH:15]=2)=[O:12])[N:7]([C:32]2[CH:37]=[CH:36][CH:35]=[C:34]([CH2:38][P:39]([CH3:42])([CH3:41])=[O:40])[CH:33]=2)[N:6]=1)([CH3:4])([CH3:3])[CH3:2].[CH3:43][O:44][C:45]1[CH:46]=[C:47]([CH:49]=[C:50]([O:52][CH2:53][CH2:54][O:55][CH2:56][CH2:57][O:58][CH2:59][CH2:60][O:61][CH3:62])[CH:51]=1)[NH2:48].C([O-])(O)=O.[Na+], predict the reaction product. The product is: [C:1]([C:5]1[CH:9]=[C:8]([NH:10][C:11]([NH:13][C:14]2[C:23]3[C:18](=[CH:19][CH:20]=[CH:21][CH:22]=3)[C:17]([O:24][C:25]3[CH:30]=[CH:29][N:28]=[C:27]([NH:48][C:47]4[CH:49]=[C:50]([O:52][CH2:53][CH2:54][O:55][CH2:56][CH2:57][O:58][CH2:59][CH2:60][O:61][CH3:62])[CH:51]=[C:45]([O:44][CH3:43])[CH:46]=4)[N:26]=3)=[CH:16][CH:15]=2)=[O:12])[N:7]([C:32]2[CH:37]=[CH:36][CH:35]=[C:34]([CH2:38][P:39]([CH3:42])([CH3:41])=[O:40])[CH:33]=2)[N:6]=1)([CH3:4])([CH3:3])[CH3:2]. (7) The product is: [C:6]([CH:4]([CH:2]([C:1]([OH:10])=[O:9])[OH:3])[OH:5])([OH:8])=[O:7].[OH:11][C:12]([CH3:30])([CH3:29])[CH2:13][N:14]([CH2:21][C:22]1[S:26][C:25]([Cl:27])=[N:24][C:23]=1[Cl:28])[CH:15]1[CH2:16][CH2:17][NH:18][CH2:19][CH2:20]1. Given the reactants [C:1]([OH:10])(=[O:9])[C@@H:2]([C@H:4]([C:6]([OH:8])=[O:7])[OH:5])[OH:3].[OH:11][C:12]([CH3:30])([CH3:29])[CH2:13][N:14]([CH2:21][C:22]1[S:26][C:25]([Cl:27])=[N:24][C:23]=1[Cl:28])[CH:15]1[CH2:20][CH2:19][NH:18][CH2:17][CH2:16]1, predict the reaction product.